From a dataset of Catalyst prediction with 721,799 reactions and 888 catalyst types from USPTO. Predict which catalyst facilitates the given reaction. (1) The catalyst class is: 2. Reactant: [C:1]1([C:7]#[C:8][C:9]([OH:11])=O)[CH:6]=[CH:5][CH:4]=[CH:3][CH:2]=1.[C:12]1([CH3:24])[CH:17]=[CH:16][CH:15]=[CH:14][C:13]=1[N:18]1[CH2:23][CH2:22][NH:21][CH2:20][CH2:19]1.CCN(CC)CC.C(P1(=O)OP(CCC)(=O)OP(CCC)(=O)O1)CC. Product: [C:1]1([C:7]#[C:8][C:9]([N:21]2[CH2:22][CH2:23][N:18]([C:13]3[CH:14]=[CH:15][CH:16]=[CH:17][C:12]=3[CH3:24])[CH2:19][CH2:20]2)=[O:11])[CH:2]=[CH:3][CH:4]=[CH:5][CH:6]=1. (2) Reactant: Cl[C:2]1[CH:7]=[C:6]([C:8]([F:11])([F:10])[F:9])[CH:5]=[C:4]([Cl:12])[N:3]=1.CCN(C(C)C)C(C)C.[CH3:22][N:23]1[CH2:28][CH2:27][NH:26][CH2:25][CH2:24]1. Product: [Cl:12][C:4]1[N:3]=[C:2]([N:26]2[CH2:27][CH2:28][N:23]([CH3:22])[CH2:24][CH2:25]2)[CH:7]=[C:6]([C:8]([F:11])([F:10])[F:9])[CH:5]=1. The catalyst class is: 3. (3) Reactant: [C:1]([CH2:3][C:4]1[CH:5]=[C:6]([NH:10][C:11]([C:13]2[O:14][C:15]([C:18]3[CH:23]=[CH:22][CH:21]=[CH:20][CH:19]=3)=[CH:16][CH:17]=2)=[O:12])[CH:7]=[CH:8][CH:9]=1)#[N:2].[Sn]([N:28]=[N+:29]=[N-:30])(C)(C)C.[OH-].[Na+].CCCCCC. Product: [NH:28]1[C:1]([CH2:3][C:4]2[CH:5]=[C:6]([NH:10][C:11]([C:13]3[O:14][C:15]([C:18]4[CH:23]=[CH:22][CH:21]=[CH:20][CH:19]=4)=[CH:16][CH:17]=3)=[O:12])[CH:7]=[CH:8][CH:9]=2)=[N:2][N:30]=[N:29]1. The catalyst class is: 93. (4) Reactant: [O:1]=[C:2]1[NH:7][C:6]2[CH:8]=[C:9]([C:11]([O:13]C)=[O:12])[S:10][C:5]=2[N:4]=[CH:3]1.[OH-].[Na+]. Product: [O:1]=[C:2]1[NH:7][C:6]2[CH:8]=[C:9]([C:11]([OH:13])=[O:12])[S:10][C:5]=2[N:4]=[CH:3]1. The catalyst class is: 5. (5) Reactant: C[O:2][C:3](=[O:25])[CH:4]([N:11]1[CH2:15][C:14]([O:16][C:17]2[CH:22]=[CH:21][CH:20]=[CH:19][C:18]=2[Cl:23])=[CH:13][C:12]1=[O:24])[CH2:5][C@H:6]1[CH2:9][C@H:8]([CH3:10])[CH2:7]1.O.O.[OH-].[Li+]. Product: [Cl:23][C:18]1[CH:19]=[CH:20][CH:21]=[CH:22][C:17]=1[O:16][C:14]1[CH2:15][N:11]([CH:4]([CH2:5][C@H:6]2[CH2:7][C@H:8]([CH3:10])[CH2:9]2)[C:3]([OH:25])=[O:2])[C:12](=[O:24])[CH:13]=1. The catalyst class is: 7. (6) Reactant: [CH2:1]([C:5]1[CH:10]=[C:9]([C:11]([O:13]C)=O)[N:8]=[N:7][C:6]=1[C:15]([O:17]C)=O)[CH:2]([CH3:4])[CH3:3].[Mg+2].[Cl-].[Cl-].[NH2:22][C@H:23]([CH2:27][OH:28])[CH:24]([CH3:26])[CH3:25].[OH2:29]. Product: [OH:28][CH2:27][C@@H:23]([NH:22][C:15]([C:6]1[N:7]=[N:8][C:9]([C:11]([NH:7][C@@H:6]([CH:5]([CH3:10])[CH3:1])[CH2:15][OH:29])=[O:13])=[CH:10][C:5]=1[CH2:1][CH:2]([CH3:3])[CH3:4])=[O:17])[CH:24]([CH3:26])[CH3:25]. The catalyst class is: 23. (7) Reactant: [Br:1][C:2]1[CH:16]=[CH:15][C:5]([O:6][C:7]2[CH:14]=[CH:13][C:10]([CH:11]=[O:12])=[CH:9][N:8]=2)=[CH:4][C:3]=1[CH2:17][OH:18].[O:19]1[CH:24]=[CH:23][CH2:22][CH2:21][CH2:20]1.[C@]12(CS(O)(=O)=O)C(C)(C)C(CC1)CC2=O. Product: [Br:1][C:2]1[CH:16]=[CH:15][C:5]([O:6][C:7]2[CH:14]=[CH:13][C:10]([CH:11]=[O:12])=[CH:9][N:8]=2)=[CH:4][C:3]=1[CH2:17][O:18][CH:20]1[CH2:21][CH2:22][CH2:23][CH2:24][O:19]1. The catalyst class is: 2. (8) Reactant: [CH3:1][O:2][C:3]([C@@H:5]([N:13]1[CH2:21][C:17]2[CH:18]=[CH:19][S:20][C:16]=2[CH2:15][CH2:14]1)[C:6]1[CH:7]=[CH:8][CH:9]=[CH:10][C:11]=1[Cl:12])=[O:4].[S:22](=[O:26])(=[O:25])([OH:24])[OH:23]. Product: [CH3:1][O:2][C:3]([C@@H:5]([N:13]1[CH2:21][C:17]2[CH:18]=[CH:19][S:20][C:16]=2[CH2:15][CH2:14]1)[C:6]1[C:11]([Cl:12])=[CH:10][CH:9]=[CH:8][CH:7]=1)=[O:4].[OH:25][S:22]([OH:26])(=[O:24])=[O:23]. The catalyst class is: 310. (9) Reactant: [OH:1][C@@H:2]([C@@H:18]1[CH2:22][O:21]C(C)(C)[N:19]1[C:25]([O:27][C:28]([CH3:31])([CH3:30])[CH3:29])=[O:26])[C:3]#[C:4][CH2:5][CH2:6][CH2:7][CH2:8][CH2:9][CH2:10][CH2:11][CH2:12][CH2:13][CH2:14][CH2:15][CH2:16][CH3:17].C1(C)C=CC(S(O)(=O)=O)=CC=1.C(=O)([O-])O.[Na+]. Product: [OH:21][CH2:22][C@H:18]([NH:19][C:25](=[O:26])[O:27][C:28]([CH3:31])([CH3:30])[CH3:29])[C@H:2]([OH:1])[C:3]#[C:4][CH2:5][CH2:6][CH2:7][CH2:8][CH2:9][CH2:10][CH2:11][CH2:12][CH2:13][CH2:14][CH2:15][CH2:16][CH3:17]. The catalyst class is: 5. (10) Reactant: [C:1]1([N:7]2[C:11]([C:12]([OH:14])=[O:13])=[CH:10][C:9]([C:15]([F:18])([F:17])[F:16])=[N:8]2)[CH:6]=[CH:5][CH:4]=[CH:3][CH:2]=1.S(Cl)(Cl)=O.[CH3:23]COC(C)=O.O. Product: [C:1]1([N:7]2[C:11]([C:12]([O:14][CH3:23])=[O:13])=[CH:10][C:9]([C:15]([F:17])([F:18])[F:16])=[N:8]2)[CH:2]=[CH:3][CH:4]=[CH:5][CH:6]=1. The catalyst class is: 5.